Dataset: Reaction yield outcomes from USPTO patents with 853,638 reactions. Task: Predict the reaction yield, written as a fraction of the theoretical maximum amount of product (1.0 means a 100% yield; for example, 0.34 means a 34% yield). (1) The reactants are Cl[C:2]1[CH:3]=[C:4]([C:9]2[N:13]3[CH:14]=[CH:15][C:16]([C:19]([OH:22])([CH3:21])[CH3:20])=[C:17]([F:18])[C:12]3=[N:11][CH:10]=2)[CH:5]=[CH:6][C:7]=1[F:8].[C:23]([C:25]1[CH:30]=[CH:29][C:28](B(O)O)=[CH:27][CH:26]=1)#[N:24]. No catalyst specified. The product is [F:8][C:7]1[CH:6]=[CH:5][C:4]([C:9]2[N:13]3[CH:14]=[CH:15][C:16]([C:19]([OH:22])([CH3:21])[CH3:20])=[C:17]([F:18])[C:12]3=[N:11][CH:10]=2)=[CH:3][C:2]=1[C:28]1[CH:29]=[CH:30][C:25]([C:23]#[N:24])=[CH:26][CH:27]=1. The yield is 0.100. (2) The reactants are [O:1]1[CH2:3][C@H:2]1[CH2:4][OH:5].N1C=CN=C1.[C:11]([Si:15](Cl)([C:22]1[CH:27]=[CH:26][CH:25]=[CH:24][CH:23]=1)[C:16]1[CH:21]=[CH:20][CH:19]=[CH:18][CH:17]=1)([CH3:14])([CH3:13])[CH3:12]. The catalyst is ClCCl. The product is [C:11]([Si:15]([O:5][CH2:4][C@@H:2]1[CH2:3][O:1]1)([C:22]1[CH:27]=[CH:26][CH:25]=[CH:24][CH:23]=1)[C:16]1[CH:17]=[CH:18][CH:19]=[CH:20][CH:21]=1)([CH3:14])([CH3:12])[CH3:13]. The yield is 0.990. (3) The reactants are N#N.C[O:4][C:5]([CH:7]1[CH2:12][CH2:11][CH:10]([NH:13][C:14](=[O:29])[CH2:15][CH2:16][C:17]2[CH:22]=[C:21]([O:23]C)[C:20]([O:25]C)=[C:19]([O:27]C)[CH:18]=2)[CH2:9][CH2:8]1)=[O:6].B(Br)(Br)Br.O. The catalyst is C(Cl)Cl.CO. The product is [OH:23][C:21]1[CH:22]=[C:17]([CH2:16][CH2:15][C:14]([NH:13][C@@H:10]2[CH2:11][CH2:12][C@H:7]([C:5]([OH:6])=[O:4])[CH2:8][CH2:9]2)=[O:29])[CH:18]=[C:19]([OH:27])[C:20]=1[OH:25]. The yield is 0.100. (4) The reactants are [Cl:1][C:2]1[CH:10]=[C:9]2[C:5]([C:6]([NH:11][C:12]([NH:14][C:15](=[O:24])[C:16]3[CH:21]=[CH:20][C:19]([F:22])=[C:18]([F:23])[CH:17]=3)=S)=[N:7][NH:8]2)=[CH:4][CH:3]=1.CN(C)CCCN=C=[N:32][CH2:33][CH3:34].C(#N)C.[O:39]1[CH2:43]CC[CH2:40]1. No catalyst specified. The product is [Cl:1][C:2]1[CH:10]=[C:9]2[C:5]([C:6]([NH:11][C:12]([NH:32][C@@H:33]([CH3:34])[CH2:40][O:39][CH3:43])=[N:14][C:15](=[O:24])[C:16]3[CH:21]=[CH:20][C:19]([F:22])=[C:18]([F:23])[CH:17]=3)=[N:7][NH:8]2)=[CH:4][CH:3]=1. The yield is 0.890. (5) The reactants are [CH2:1]([N:8]1[C:13](=[O:14])[C:12]2[C:15]([CH3:18])=[N:16][O:17][C:11]=2[N:10]=[C:9]1[CH:19](Br)[CH2:20][CH3:21])[C:2]1[CH:7]=[CH:6][CH:5]=[CH:4][CH:3]=1.C(=O)([O-])[O-].[K+].[K+].[C:29]([O:33][C:34](=[O:40])[NH:35][CH2:36][CH2:37][CH2:38][NH2:39])([CH3:32])([CH3:31])[CH3:30].O. The catalyst is C(#N)C. The product is [C:29]([O:33][C:34](=[O:40])[NH:35][CH2:36][CH2:37][CH2:38][NH:39][CH:19]([C:9]1[N:8]([CH2:1][C:2]2[CH:7]=[CH:6][CH:5]=[CH:4][CH:3]=2)[C:13](=[O:14])[C:12]2[C:15]([CH3:18])=[N:16][O:17][C:11]=2[N:10]=1)[CH2:20][CH3:21])([CH3:32])([CH3:30])[CH3:31]. The yield is 0.740.